This data is from CYP2C9 inhibition data for predicting drug metabolism from PubChem BioAssay. The task is: Regression/Classification. Given a drug SMILES string, predict its absorption, distribution, metabolism, or excretion properties. Task type varies by dataset: regression for continuous measurements (e.g., permeability, clearance, half-life) or binary classification for categorical outcomes (e.g., BBB penetration, CYP inhibition). Dataset: cyp2c9_veith. (1) The drug is COc1c(O)ccc2c1CN1CCc3cc4c(cc3[C@@H]1C2)OCO4. The result is 0 (non-inhibitor). (2) The molecule is COn1c(SCc2ccc(C)cc2C)nc2ccccc2c1=O. The result is 1 (inhibitor). (3) The compound is CC(=O)N[C@H](Cc1ccc(O)cc1)C(=O)O. The result is 0 (non-inhibitor).